The task is: Binary Classification. Given a miRNA mature sequence and a target amino acid sequence, predict their likelihood of interaction.. This data is from Experimentally validated miRNA-target interactions with 360,000+ pairs, plus equal number of negative samples. (1) Result: 0 (no interaction). The protein sequence of the target gene is MWMFSWLCAILIILAIAGMNTIAKTTPHTKFTKKSEEREMPKGLKPSSGPPPEEEETLFTEMAEMAEPITKPSALDSVFGTATLSPFENFTLDPADFFLNCCDCCSPVPGQKGEPGETGQPGPKGEAGNLGIPGPPGVVGPQGPRGYKGEKGLKGERGDQGVPGYPGKPGAQGEPGPKGDKGNIGLGGVKGQKGSKGDTCGNCTKGEKGDQGAMGSPGLHGGPGAKGEKGEMGEKGEMGDKGCCGDSGERGGKGQKGEGGMKGEKGSKGDSGMEGKSGRNGLPGAKGDPGIKGEKGELGP.... The miRNA is mmu-miR-297b-5p with sequence AUGUAUGUGUGCAUGAACAUGU. (2) The miRNA is hsa-miR-4428 with sequence CAAGGAGACGGGAACAUGGAGC. The protein sequence of the target gene is MAERGRLGLPGAPGALNTPVPMNLFATWEVDGSSPSCVPRLCSLTLKKLAVLRELEKELLSVVIAVKMQYPHFLKREGNKLQIMLQRRKRYKNRTILGYKTLAAGSINMAEVMQHPSEGGQVLSLCSSIKEASVKVAEIWIVSLSSQPIDHEDSAMQAGPKTKSTDNYSEEEYESFSSEQEASDDAVQGQDLDEDDFDVGKPKKQRRSIVRTTSMTRQQNFKQKVVALLRRFKVSEEVLDSEQDPAEHVPEVEEDLDLLYDTLDVENPSDSGPDMDDDDSVLSTPKPKLRPYFEGLSHSS.... Result: 0 (no interaction).